This data is from Forward reaction prediction with 1.9M reactions from USPTO patents (1976-2016). The task is: Predict the product of the given reaction. (1) The product is: [CH3:12][N:13]1[CH2:18][CH2:17][N:16]([C:2]2[CH:7]=[CH:6][C:5]([CH3:8])=[C:4]([N+:9]([O-:11])=[O:10])[CH:3]=2)[CH2:15][CH2:14]1. Given the reactants F[C:2]1[CH:7]=[CH:6][C:5]([CH3:8])=[C:4]([N+:9]([O-:11])=[O:10])[CH:3]=1.[CH3:12][N:13]1[CH2:18][CH2:17][NH:16][CH2:15][CH2:14]1, predict the reaction product. (2) Given the reactants I[C:2]1[CH:3]=[CH:4][C:5]2[O:9][C:8]3[CH2:10][CH2:11][CH:12]=[CH:13][C:7]=3[C:6]=2[CH:14]=1.[CH:15]1[C:27]2[N:26]([C:28]3[CH:29]=[CH:30][C:31]4[NH:32][C:33]5[C:38]([C:39]=4[CH:40]=3)=[CH:37][CH:36]=[CH:35][CH:34]=5)[C:25]3[C:20](=[CH:21][CH:22]=[CH:23][CH:24]=3)[C:19]=2[CH:18]=[CH:17][CH:16]=1.P(C(C)(C)C)(C(C)(C)C)C(C)(C)C.[K], predict the reaction product. The product is: [CH:14]1[C:6]2[C:7]3[CH:13]=[CH:12][CH:11]=[CH:10][C:8]=3[O:9][C:5]=2[CH:4]=[CH:3][C:2]=1[N:32]1[C:31]2[CH:30]=[CH:29][C:28]([N:26]3[C:27]4[CH:15]=[CH:16][CH:17]=[CH:18][C:19]=4[C:20]4[C:25]3=[CH:24][CH:23]=[CH:22][CH:21]=4)=[CH:40][C:39]=2[C:38]2[C:33]1=[CH:34][CH:35]=[CH:36][CH:37]=2. (3) Given the reactants [Cl:1][C:2]1[CH:3]=[CH:4][C:5]([CH:8]=[CH:9][C:10]2[CH:15]=[CH:14][N:13]=[C:12]([O:16][CH3:17])[CH:11]=2)=[N:6][CH:7]=1.[H][H], predict the reaction product. The product is: [Cl:1][C:2]1[CH:3]=[CH:4][C:5]([CH2:8][CH2:9][C:10]2[CH:15]=[CH:14][N:13]=[C:12]([O:16][CH3:17])[CH:11]=2)=[N:6][CH:7]=1.